Dataset: Forward reaction prediction with 1.9M reactions from USPTO patents (1976-2016). Task: Predict the product of the given reaction. (1) Given the reactants [C:1]([NH:4][C:5]1[CH:6]=[CH:7][C:8]([NH:19][CH2:20][CH:21]2[CH2:26][CH2:25][O:24][CH2:23][CH2:22]2)=[C:9]([NH:11][C:12](=O)[C:13]([CH3:17])([CH3:16])[CH2:14][CH3:15])[CH:10]=1)(=[O:3])[CH3:2], predict the reaction product. The product is: [CH3:16][C:13]([C:12]1[N:19]([CH2:20][CH:21]2[CH2:26][CH2:25][O:24][CH2:23][CH2:22]2)[C:8]2[CH:7]=[CH:6][C:5]([NH:4][C:1](=[O:3])[CH3:2])=[CH:10][C:9]=2[N:11]=1)([CH3:17])[CH2:14][CH3:15]. (2) Given the reactants BrC1C=CC(C(CCCCl)C(O)=O)=CC=1.[CH3:16][O:17][C:18](=[O:31])[CH:19]([C:24]1[CH:29]=[CH:28][C:27](Br)=[CH:26][CH:25]=1)[CH2:20][CH2:21][CH2:22][Cl:23].[C:32]([O:36][C:37](=[O:50])[NH:38][C:39]1[CH:44]=[CH:43][CH:42]=[CH:41][C:40]=1[NH:45][C:46](=[O:49])[CH:47]=[CH2:48])([CH3:35])([CH3:34])[CH3:33], predict the reaction product. The product is: [CH3:16][O:17][C:18](=[O:31])[CH:19]([C:24]1[CH:29]=[CH:28][C:27](/[CH:48]=[CH:47]/[C:46](=[O:49])[NH:45][C:40]2[CH:41]=[CH:42][CH:43]=[CH:44][C:39]=2[NH:38][C:37]([O:36][C:32]([CH3:35])([CH3:34])[CH3:33])=[O:50])=[CH:26][CH:25]=1)[CH2:20][CH2:21][CH2:22][Cl:23]. (3) The product is: [C:1]([O:5][C:6]([N:8]1[CH2:9][CH2:10][C:11]([CH2:15][NH2:16])([F:14])[CH2:12][CH2:13]1)=[O:7])([CH3:4])([CH3:3])[CH3:2]. Given the reactants [C:1]([O:5][C:6]([N:8]1[CH2:13][CH2:12][C:11]([CH2:15][N:16]2C(=O)C3C(=CC=CC=3)C2=O)([F:14])[CH2:10][CH2:9]1)=[O:7])([CH3:4])([CH3:3])[CH3:2].O.NN, predict the reaction product. (4) Given the reactants [F:1][C:2]1[CH:3]=[CH:4][C:5]2[N:9]=[C:8]([CH:10]([NH:12][C:13](=[O:15])[CH3:14])[CH3:11])[N:7]([C:16]3[CH:21]=[CH:20][CH:19]=[CH:18][C:17]=3SC)[C:6]=2[CH:24]=1.O[O:26][S:27]([O-:29])=O.[K+].[CH2:31]1COCC1, predict the reaction product. The product is: [F:1][C:2]1[CH:3]=[CH:4][C:5]2[N:9]=[C:8]([CH:10]([NH:12][C:13](=[O:15])[CH3:14])[CH3:11])[N:7]([C:16]3[CH:17]=[CH:18][CH:19]=[CH:20][C:21]=3[S:27]([CH3:31])(=[O:29])=[O:26])[C:6]=2[CH:24]=1. (5) Given the reactants [C:1]1([C:7]2[NH:15][C:10]3=[N:11][CH:12]=[CH:13][N:14]=[C:9]3[CH:8]=2)[CH:6]=[CH:5][CH:4]=[CH:3][CH:2]=1.[H-].[Na+].[CH3:18]I, predict the reaction product. The product is: [CH3:18][N:15]1[C:10]2=[N:11][CH:12]=[CH:13][N:14]=[C:9]2[CH:8]=[C:7]1[C:1]1[CH:2]=[CH:3][CH:4]=[CH:5][CH:6]=1. (6) Given the reactants Cl[C:2]1[O:3][C:4]([N:9]2[CH2:14][CH2:13][O:12][CH2:11][CH2:10]2)=[CH:5][C:6](=[O:8])[CH:7]=1.CC1(C)C(C)(C)OB([C:23]2[C:33]3[S:32][C:31]4[CH:34]=[CH:35][CH:36]=[CH:37][C:30]=4[CH2:29][C:28](=[O:38])[C:27]=3[CH:26]=[CH:25][CH:24]=2)O1.C(=O)([O-])[O-].[K+].[K+].N#N, predict the reaction product. The product is: [N:9]1([C:4]2[O:3][C:2]([C:23]3[C:33]4[S:32][C:31]5[CH:34]=[CH:35][CH:36]=[CH:37][C:30]=5[CH2:29][C:28](=[O:38])[C:27]=4[CH:26]=[CH:25][CH:24]=3)=[CH:7][C:6](=[O:8])[CH:5]=2)[CH2:14][CH2:13][O:12][CH2:11][CH2:10]1. (7) The product is: [Cl:37][C:31]1[CH:32]=[C:33]([Cl:36])[CH:34]=[CH:35][C:30]=1[C:26]1[N:27]=[C:28]([CH3:29])[C:23]([NH:49][C:39]2[C:48]3[C:43](=[CH:44][CH:45]=[CH:46][CH:47]=3)[CH:42]=[CH:41][N:40]=2)=[N:24][C:25]=1[CH3:38]. Given the reactants C(C1C(N[C@@H]2C3C(=CC=CC=3)C[C@@H]2O)=NC(CC)=CN=1)C.Br[C:23]1[C:28]([CH3:29])=[N:27][C:26]([C:30]2[CH:35]=[CH:34][C:33]([Cl:36])=[CH:32][C:31]=2[Cl:37])=[C:25]([CH3:38])[N:24]=1.[C:39]1([NH2:49])[C:48]2[C:43](=[CH:44][CH:45]=[CH:46][CH:47]=2)[CH:42]=[CH:41][N:40]=1, predict the reaction product. (8) Given the reactants CCCCCC.C([Li])CCC.[CH2:12]([O:19][C@@H:20]1[C@@H:25]([O:26][CH2:27][C:28]2[CH:33]=[CH:32][CH:31]=[CH:30][CH:29]=2)[C@H:24]([O:34][CH2:35][C:36]2[CH:41]=[CH:40][CH:39]=[CH:38][CH:37]=2)[C@@H:23]([CH2:42][O:43][CH2:44][C:45]2[CH:50]=[CH:49][CH:48]=[CH:47][CH:46]=2)[O:22][C@H:21]1[C:51]1[C:56]([Cl:57])=[N:55][C:54]([Cl:58])=[CH:53][N:52]=1)[C:13]1[CH:18]=[CH:17][CH:16]=[CH:15][CH:14]=1.[CH2:59]([C:61]1[CH:68]=[CH:67][C:64]([CH:65]=[O:66])=[CH:63][CH:62]=1)[CH3:60], predict the reaction product. The product is: [CH2:12]([O:19][C@@H:20]1[C@@H:25]([O:26][CH2:27][C:28]2[CH:29]=[CH:30][CH:31]=[CH:32][CH:33]=2)[C@H:24]([O:34][CH2:35][C:36]2[CH:41]=[CH:40][CH:39]=[CH:38][CH:37]=2)[C@@H:23]([CH2:42][O:43][CH2:44][C:45]2[CH:50]=[CH:49][CH:48]=[CH:47][CH:46]=2)[O:22][C@H:21]1[C:51]1[C:56]([Cl:57])=[N:55][C:54]([Cl:58])=[C:53]([CH:65]([C:64]2[CH:67]=[CH:68][C:61]([CH2:59][CH3:60])=[CH:62][CH:63]=2)[OH:66])[N:52]=1)[C:13]1[CH:18]=[CH:17][CH:16]=[CH:15][CH:14]=1. (9) Given the reactants [CH2:1]([N:8]1[C:16]2[C:11](=[CH:12][CH:13]=[C:14]([O:17][CH3:18])[CH:15]=2)[C:10]([CH:19]=[O:20])=[C:9]1[CH:21]([CH3:23])[CH3:22])[C:2]1[CH:7]=[CH:6][CH:5]=[CH:4][CH:3]=1.CC(=CC)C.[OH:29]P([O-])(O)=O.[K+].[O-]Cl=O.[Na+], predict the reaction product. The product is: [CH2:1]([N:8]1[C:16]2[C:11](=[CH:12][CH:13]=[C:14]([O:17][CH3:18])[CH:15]=2)[C:10]([C:19]([OH:29])=[O:20])=[C:9]1[CH:21]([CH3:23])[CH3:22])[C:2]1[CH:3]=[CH:4][CH:5]=[CH:6][CH:7]=1.